This data is from Peptide-MHC class I binding affinity with 185,985 pairs from IEDB/IMGT. The task is: Regression. Given a peptide amino acid sequence and an MHC pseudo amino acid sequence, predict their binding affinity value. This is MHC class I binding data. (1) The peptide sequence is QQYHRFGLY. The MHC is HLA-A68:02 with pseudo-sequence HLA-A68:02. The binding affinity (normalized) is 0.0847. (2) The MHC is HLA-A68:01 with pseudo-sequence HLA-A68:01. The peptide sequence is MLNRVQILMK. The binding affinity (normalized) is 0.395.